Task: Predict which catalyst facilitates the given reaction.. Dataset: Catalyst prediction with 721,799 reactions and 888 catalyst types from USPTO (1) Reactant: Br[CH2:2][CH2:3][CH2:4][CH2:5][O:6][C:7]1[CH:12]=[CH:11][C:10]([C:13]2[N:17]=[C:16]([C:18]3[CH:19]=[CH:20][C:21]([O:26][CH:27]([CH3:29])[CH3:28])=[C:22]([CH:25]=3)[C:23]#[N:24])[O:15][N:14]=2)=[C:9]([Cl:30])[CH:8]=1.[CH2:31]([NH2:34])[CH2:32][CH3:33]. Product: [Cl:30][C:9]1[CH:8]=[C:7]([O:6][CH2:5][CH2:4][CH2:3][CH2:2][NH:34][CH2:31][CH2:32][CH3:33])[CH:12]=[CH:11][C:10]=1[C:13]1[N:17]=[C:16]([C:18]2[CH:19]=[CH:20][C:21]([O:26][CH:27]([CH3:29])[CH3:28])=[C:22]([CH:25]=2)[C:23]#[N:24])[O:15][N:14]=1. The catalyst class is: 7. (2) Reactant: [I:1][C:2]1[C:10]2[C:5](=[CH:6][CH:7]=[C:8]([O:11][CH3:12])[CH:9]=2)[NH:4][N:3]=1.C(N(CC)CC)C.[C:20](O[C:20]([O:22][C:23]([CH3:26])([CH3:25])[CH3:24])=[O:21])([O:22][C:23]([CH3:26])([CH3:25])[CH3:24])=[O:21]. Product: [C:23]([O:22][C:20]([N:4]1[C:5]2[C:10](=[CH:9][C:8]([O:11][CH3:12])=[CH:7][CH:6]=2)[C:2]([I:1])=[N:3]1)=[O:21])([CH3:26])([CH3:25])[CH3:24]. The catalyst class is: 10.